This data is from Reaction yield outcomes from USPTO patents with 853,638 reactions. The task is: Predict the reaction yield, written as a fraction of the theoretical maximum amount of product (1.0 means a 100% yield; for example, 0.34 means a 34% yield). The reactants are Cl.[CH3:2][O:3][C:4](=[O:10])[C@H:5]([CH:7]([CH3:9])[CH3:8])[NH2:6].[C:11]([NH:18][C@H:19]([C:23](O)=[O:24])[CH:20]([CH3:22])[CH3:21])([O:13][C:14]([CH3:17])([CH3:16])[CH3:15])=[O:12].CN(C(ON1N=NC2C=CC=CC1=2)=[N+](C)C)C.F[P-](F)(F)(F)(F)F.CCN(C(C)C)C(C)C. The catalyst is C(Cl)Cl. The product is [C:14]([O:13][C:11]([NH:18][C@@H:19]([CH:20]([CH3:22])[CH3:21])[C:23]([NH:6][C@@H:5]([CH:7]([CH3:9])[CH3:8])[C:4]([O:3][CH3:2])=[O:10])=[O:24])=[O:12])([CH3:17])([CH3:16])[CH3:15]. The yield is 0.980.